Dataset: Peptide-MHC class I binding affinity with 185,985 pairs from IEDB/IMGT. Task: Regression. Given a peptide amino acid sequence and an MHC pseudo amino acid sequence, predict their binding affinity value. This is MHC class I binding data. (1) The peptide sequence is HPDIVIYQY. The MHC is HLA-B15:03 with pseudo-sequence HLA-B15:03. The binding affinity (normalized) is 0.0999. (2) The MHC is HLA-A02:01 with pseudo-sequence HLA-A02:01. The binding affinity (normalized) is 0.511. The peptide sequence is FLRGQAAAL.